This data is from Catalyst prediction with 721,799 reactions and 888 catalyst types from USPTO. The task is: Predict which catalyst facilitates the given reaction. (1) Reactant: [SH:1][CH2:2][CH2:3][CH2:4][CH2:5][OH:6].[H-].[Na+].Br[CH2:10][CH2:11][CH:12]1[O:16][CH2:15][CH2:14][O:13]1. Product: [O:13]1[CH2:14][CH2:15][O:16][CH:12]1[CH2:11][CH2:10][S:1][CH2:2][CH2:3][CH2:4][CH2:5][OH:6]. The catalyst class is: 10. (2) Reactant: [O:1]=[S:2]1(=[O:34])[C:8]2[CH:9]=[C:10]([O:15][CH2:16][C:17]([O:19]CC)=[O:18])[C:11]([O:13][CH3:14])=[CH:12][C:7]=2[N:6]([C:22]2[CH:27]=[CH:26][CH:25]=[CH:24][CH:23]=2)[CH2:5][C:4]([CH2:30][CH2:31][CH2:32][CH3:33])([CH2:28][CH3:29])[CH2:3]1.[OH-].[Na+].C(O)(=O)C. Product: [O:34]=[S:2]1(=[O:1])[C:8]2[CH:9]=[C:10]([O:15][CH2:16][C:17]([OH:19])=[O:18])[C:11]([O:13][CH3:14])=[CH:12][C:7]=2[N:6]([C:22]2[CH:27]=[CH:26][CH:25]=[CH:24][CH:23]=2)[CH2:5][C:4]([CH2:30][CH2:31][CH2:32][CH3:33])([CH2:28][CH3:29])[CH2:3]1. The catalyst class is: 40. (3) Reactant: [C:1]([S:4][CH2:5][CH2:6][C:7]([F:10])([F:9])[F:8])(=O)[CH3:2].BrCC[CH2:14][Cl:15]. Product: [F:8][C:7]([F:10])([F:9])[CH2:6][CH2:5][S:4][CH2:1][CH2:2][CH2:14][Cl:15]. The catalyst class is: 5. (4) Reactant: C(N=C(N(C)C)N(C)C)(C)(C)C.[I:13][C:14]1[C:22]2[C:17](=[CH:18][CH:19]=[CH:20][C:21]=2[N+:23]([O-:25])=[O:24])[NH:16][N:15]=1.Br.Br[CH2:28][CH2:29][C:30]1[CH:35]=[CH:34][CH:33]=[CH:32][N:31]=1. Product: [I:13][C:14]1[C:22]2[C:17](=[CH:18][CH:19]=[CH:20][C:21]=2[N+:23]([O-:25])=[O:24])[N:16]([CH2:28][CH2:29][C:30]2[CH:35]=[CH:34][CH:33]=[CH:32][N:31]=2)[N:15]=1. The catalyst class is: 144. (5) Reactant: [I:1][C:2]1[CH:3]=[C:4]([OH:8])[CH:5]=[CH:6][CH:7]=1.F[C:10]1[CH:15]=[CH:14][CH:13]=[C:12]([S:16]([CH3:19])(=[O:18])=[O:17])[CH:11]=1.C([O-])([O-])=O.[K+].[K+]. Product: [I:1][C:2]1[CH:7]=[CH:6][CH:5]=[C:4]([O:8][C:10]2[CH:15]=[CH:14][CH:13]=[C:12]([S:16]([CH3:19])(=[O:18])=[O:17])[CH:11]=2)[CH:3]=1. The catalyst class is: 3. (6) Reactant: [N+:1]([C:4]1[CH:9]=[CH:8][C:7]([SH:10])=[CH:6][CH:5]=1)([O-:3])=[O:2].C(=O)([O-])[O-].[K+].[K+].C(P(CCCC)CCCC)CCC.Br[CH:31]1[CH2:35][CH2:34][CH2:33][CH2:32]1. Product: [CH:31]1([S:10][C:7]2[CH:8]=[CH:9][C:4]([N+:1]([O-:3])=[O:2])=[CH:5][CH:6]=2)[CH2:35][CH2:34][CH2:33][CH2:32]1. The catalyst class is: 145. (7) Reactant: [C:1]1([C:16]2[CH:21]=[CH:20][CH:19]=[CH:18][CH:17]=2)[CH:6]=[CH:5][C:4]([C@H:7]2[C@H:12](C(O)=O)[CH2:11][CH2:10][O:9][CH2:8]2)=[CH:3][CH:2]=1.CC[N:24](C(C)C)C(C)C.C1C=CC(P(N=[N+]=[N-])(C2C=CC=CC=2)=O)=CC=1.[OH-].[Na+]. Product: [C:1]1([C:16]2[CH:21]=[CH:20][CH:19]=[CH:18][CH:17]=2)[CH:6]=[CH:5][C:4]([C@H:7]2[C@H:12]([NH2:24])[CH2:11][CH2:10][O:9][CH2:8]2)=[CH:3][CH:2]=1. The catalyst class is: 182. (8) Reactant: Cl.[I:2][C:3]1[C:11]2[C:6](=[N:7][CH:8]=[N:9][C:10]=2[NH2:12])[N:5]([CH:13]2[CH2:17][CH2:16][NH:15][CH2:14]2)[N:4]=1.C=O.[C:20](O[BH-](OC(=O)C)OC(=O)C)(=O)C.[Na+].C(O)(=O)C. Product: [I:2][C:3]1[C:11]2[C:6](=[N:7][CH:8]=[N:9][C:10]=2[NH2:12])[N:5]([CH:13]2[CH2:17][CH2:16][N:15]([CH3:20])[CH2:14]2)[N:4]=1. The catalyst class is: 68. (9) Reactant: [Si:1]([O:8][C:9]1[CH:10]=[C:11]([CH:14]=[C:15](/[CH:17]=[CH:18]/[CH2:19][O:20][CH3:21])[CH:16]=1)[CH:12]=O)([C:4]([CH3:7])([CH3:6])[CH3:5])([CH3:3])[CH3:2].[CH:22]1([NH2:25])[CH2:24][CH2:23]1.S([O-])([O-])(=O)=O.[Mg+2].[BH4-].[Na+]. Product: [Si:1]([O:8][C:9]1[CH:10]=[C:11]([CH:14]=[C:15](/[CH:17]=[CH:18]/[CH2:19][O:20][CH3:21])[CH:16]=1)[CH2:12][C:22]1([NH2:25])[CH2:24][CH2:23]1)([C:4]([CH3:6])([CH3:7])[CH3:5])([CH3:3])[CH3:2]. The catalyst class is: 61.